The task is: Predict the product of the given reaction.. This data is from Forward reaction prediction with 1.9M reactions from USPTO patents (1976-2016). (1) Given the reactants [F:1][C:2]1[CH:7]=[C:6]([F:8])[CH:5]=[CH:4][C:3]=1[N:9]1[CH2:14][CH2:13][N:12]([S:15]([C:18]2[CH:23]=[CH:22][C:21]([C:24](=[O:26])[CH3:25])=[CH:20][CH:19]=2)(=[O:17])=[O:16])[C@H:11]([CH3:27])[CH2:10]1.[Li][CH3:29], predict the reaction product. The product is: [F:1][C:2]1[CH:7]=[C:6]([F:8])[CH:5]=[CH:4][C:3]=1[N:9]1[CH2:14][CH2:13][N:12]([S:15]([C:18]2[CH:23]=[CH:22][C:21]([C:24]([OH:26])([CH3:29])[CH3:25])=[CH:20][CH:19]=2)(=[O:17])=[O:16])[C@H:11]([CH3:27])[CH2:10]1. (2) Given the reactants [Cl:1][C:2]1[CH:3]=[CH:4][C:5]([O:15][CH2:16][C:17]2[C:22]([F:23])=[CH:21][CH:20]=[CH:19][C:18]=2[F:24])=[C:6]([C:8](=O)[CH2:9][CH2:10][C:11](=O)[CH3:12])[CH:7]=1.[NH2:25][C:26]1[CH:27]=[C:28]([C:32]([CH3:35])=[CH:33][CH:34]=1)[C:29]([OH:31])=[O:30].CC1C=CC(S(O)(=O)=O)=CC=1, predict the reaction product. The product is: [Cl:1][C:2]1[CH:3]=[CH:4][C:5]([O:15][CH2:16][C:17]2[C:22]([F:23])=[CH:21][CH:20]=[CH:19][C:18]=2[F:24])=[C:6]([C:8]2[N:25]([C:26]3[CH:27]=[C:28]([C:32]([CH3:35])=[CH:33][CH:34]=3)[C:29]([OH:31])=[O:30])[C:11]([CH3:12])=[CH:10][CH:9]=2)[CH:7]=1. (3) The product is: [Cl:9][C:10]1[CH:11]=[C:12]([C:17]2([C:18]([F:19])([F:20])[F:21])[CH2:4][O:22]2)[CH:13]=[C:14]([Cl:16])[CH:15]=1. Given the reactants [H-].[Na+].[I-].[CH3:4][S+](C)(C)=O.[Cl:9][C:10]1[CH:11]=[C:12]([C:17](=[O:22])[C:18]([F:21])([F:20])[F:19])[CH:13]=[C:14]([Cl:16])[CH:15]=1, predict the reaction product. (4) Given the reactants Cl[C:2]1[C:11]2[C:6](=[CH:7][C:8]([O:13][CH3:14])=[C:9]([F:12])[CH:10]=2)[CH:5]=[C:4]([C:15]2[CH:20]=[CH:19][C:18]([O:21][CH:22]([CH3:24])[CH3:23])=[CH:17][CH:16]=2)[N:3]=1.[F-:25].[Cs+], predict the reaction product. The product is: [F:25][C:2]1[C:11]2[C:6](=[CH:7][C:8]([O:13][CH3:14])=[C:9]([F:12])[CH:10]=2)[CH:5]=[C:4]([C:15]2[CH:20]=[CH:19][C:18]([O:21][CH:22]([CH3:24])[CH3:23])=[CH:17][CH:16]=2)[N:3]=1.